From a dataset of Forward reaction prediction with 1.9M reactions from USPTO patents (1976-2016). Predict the product of the given reaction. Given the reactants B(Br)(Br)Br.C[O:6][C:7]1[C:24]([O:25]C)=[CH:23][C:10]2[S:11][C:12]([C:15]([N:17]3[CH2:22][CH2:21][O:20][CH2:19][CH2:18]3)=[O:16])=[C:13]([CH3:14])[C:9]=2[C:8]=1[C:27]#[N:28].CO, predict the reaction product. The product is: [OH:6][C:7]1[C:24]([OH:25])=[CH:23][C:10]2[S:11][C:12]([C:15]([N:17]3[CH2:22][CH2:21][O:20][CH2:19][CH2:18]3)=[O:16])=[C:13]([CH3:14])[C:9]=2[C:8]=1[C:27]#[N:28].